This data is from Forward reaction prediction with 1.9M reactions from USPTO patents (1976-2016). The task is: Predict the product of the given reaction. (1) The product is: [C:14]([C:13]1[CH:16]=[C:9]([S:8][C:7]2[N:3]([CH2:1][CH3:2])[C:4]([CH2:22][O:23][C:26](=[O:27])[NH2:28])=[N:5][C:6]=2[CH:19]([CH3:20])[CH3:21])[CH:10]=[C:11]([C:17]#[N:18])[CH:12]=1)#[N:15]. Given the reactants [CH2:1]([N:3]1[C:7]([S:8][C:9]2[CH:10]=[C:11]([C:17]#[N:18])[CH:12]=[C:13]([CH:16]=2)[C:14]#[N:15])=[C:6]([CH:19]([CH3:21])[CH3:20])[N:5]=[C:4]1[CH2:22][OH:23])[CH3:2].ClC(Cl)(Cl)[C:26]([N:28]=C=O)=[O:27], predict the reaction product. (2) Given the reactants FC1C=C(C=CC=1OC1C2C(=CC(OCC3CCN(C)CC3)=C(OC)C=2)N=CC=1)N.[F:31][C:32]1[CH:65]=[C:64]([NH:66][C:67]([N:69]2[CH2:73][CH2:72][N:71]([C:74]3[CH:79]=[CH:78][CH:77]=[CH:76][CH:75]=3)[C:70]2=[O:80])=[O:68])[CH:63]=[CH:62][C:33]=1[O:34][C:35]1[C:44]2[C:39](=[CH:40][C:41]([O:47][CH2:48][CH:49]3[CH2:54][CH2:53][N:52]([C:55](OC(C)(C)C)=O)[CH2:51][CH2:50]3)=[C:42]([O:45][CH3:46])[CH:43]=2)[N:38]=[CH:37][CH:36]=1, predict the reaction product. The product is: [F:31][C:32]1[CH:65]=[C:64]([NH:66][C:67]([N:69]2[CH2:73][CH2:72][N:71]([C:74]3[CH:79]=[CH:78][CH:77]=[CH:76][CH:75]=3)[C:70]2=[O:80])=[O:68])[CH:63]=[CH:62][C:33]=1[O:34][C:35]1[C:44]2[C:39](=[CH:40][C:41]([O:47][CH2:48][CH:49]3[CH2:54][CH2:53][N:52]([CH3:55])[CH2:51][CH2:50]3)=[C:42]([O:45][CH3:46])[CH:43]=2)[N:38]=[CH:37][CH:36]=1. (3) Given the reactants [CH2:1]([C@:3]12[C:16]3[C:11](=[CH:12][C:13]([OH:17])=[CH:14][CH:15]=3)[CH2:10][CH2:9][C@@H:8]1[CH2:7][C@:6]([C:19]1[CH:24]=[CH:23][CH:22]=[CH:21][N:20]=1)([OH:18])[C@:5]([CH3:26])([OH:25])[CH2:4]2)[CH3:2].[N+](C1C=CC(C(Cl)=O)=CC=1)([O-])=[O:28].[OH-].[Na+].C(=O)(O)[O-].[Na+].Cl, predict the reaction product. The product is: [CH2:1]([C@:3]12[C:16]3[C:11](=[CH:12][C:13]([OH:17])=[CH:14][CH:15]=3)[C:10](=[O:28])[CH2:9][C@@H:8]1[CH2:7][C@@:6]([OH:18])([C:19]1[CH:24]=[CH:23][CH:22]=[CH:21][N:20]=1)[C@@:5]([OH:25])([CH3:26])[CH2:4]2)[CH3:2]. (4) Given the reactants [CH2:1]([N:8]1[C@H:13]([CH3:14])[CH2:12][NH:11][CH2:10][C@@H:9]1[CH3:15])[C:2]1[CH:7]=[CH:6][CH:5]=[CH:4][CH:3]=1.[C:16]([N:19]1[C:27]2[C:22](=[CH:23][C:24]([O:29][CH3:30])=[C:25](Br)[CH:26]=2)[CH2:21][CH2:20]1)(=[O:18])[CH3:17], predict the reaction product. The product is: [C:16]([N:19]1[C:27]2[C:22](=[CH:23][C:24]([O:29][CH3:30])=[C:25]([N:11]3[CH2:12][C@H:13]([CH3:14])[N:8]([CH2:1][C:2]4[CH:3]=[CH:4][CH:5]=[CH:6][CH:7]=4)[C@H:9]([CH3:15])[CH2:10]3)[CH:26]=2)[CH2:21][CH2:20]1)(=[O:18])[CH3:17].